This data is from NCI-60 drug combinations with 297,098 pairs across 59 cell lines. The task is: Regression. Given two drug SMILES strings and cell line genomic features, predict the synergy score measuring deviation from expected non-interaction effect. (1) Drug 1: CC1=C(C(=CC=C1)Cl)NC(=O)C2=CN=C(S2)NC3=CC(=NC(=N3)C)N4CCN(CC4)CCO. Drug 2: CNC(=O)C1=NC=CC(=C1)OC2=CC=C(C=C2)NC(=O)NC3=CC(=C(C=C3)Cl)C(F)(F)F. Cell line: KM12. Synergy scores: CSS=-1.68, Synergy_ZIP=1.14, Synergy_Bliss=-0.0598, Synergy_Loewe=-2.00, Synergy_HSA=-2.35. (2) Drug 1: C1=NC2=C(N1)C(=S)N=CN2. Drug 2: CCCCCOC(=O)NC1=NC(=O)N(C=C1F)C2C(C(C(O2)C)O)O. Cell line: HL-60(TB). Synergy scores: CSS=-5.85, Synergy_ZIP=0.679, Synergy_Bliss=-4.22, Synergy_Loewe=-7.96, Synergy_HSA=-8.56. (3) Drug 1: COC1=C(C=C2C(=C1)N=CN=C2NC3=CC(=C(C=C3)F)Cl)OCCCN4CCOCC4. Drug 2: C1=NC2=C(N=C(N=C2N1C3C(C(C(O3)CO)O)F)Cl)N. Cell line: NCI/ADR-RES. Synergy scores: CSS=37.8, Synergy_ZIP=-2.86, Synergy_Bliss=-5.22, Synergy_Loewe=-2.91, Synergy_HSA=-1.69.